From a dataset of Forward reaction prediction with 1.9M reactions from USPTO patents (1976-2016). Predict the product of the given reaction. (1) Given the reactants CO[C:3](=[O:12])[C:4]1[CH:9]=[C:8](Br)[C:7](Cl)=[N:6][CH:5]=1.[NH:13]1[CH2:17][CH2:16][CH2:15][CH2:14]1.[CH3:18][O:19][C:20]1[CH:25]=[CH:24][C:23](B(O)O)=[CH:22][CH:21]=1.[NH2:29][C@@H:30]([CH2:35][OH:36])[CH2:31][CH:32]([CH3:34])[CH3:33], predict the reaction product. The product is: [OH:36][CH2:35][C@H:30]([NH:29][C:3](=[O:12])[C:4]1[CH:9]=[C:8]([C:23]2[CH:24]=[CH:25][C:20]([O:19][CH3:18])=[CH:21][CH:22]=2)[C:7]([N:13]2[CH2:17][CH2:16][CH2:15][CH2:14]2)=[N:6][CH:5]=1)[CH2:31][CH:32]([CH3:34])[CH3:33]. (2) Given the reactants ClC(Cl)(O[C:5](=[O:11])OC(Cl)(Cl)Cl)Cl.[CH:13]([N:16]1[C:20]2[N:21]=[C:22]([C:31]3[CH:36]=[CH:35][C:34]([NH2:37])=[CH:33][CH:32]=3)[N:23]=[C:24]([N:25]3[CH2:30][CH2:29][O:28][CH2:27][CH2:26]3)[C:19]=2[N:18]=[N:17]1)([CH3:15])[CH3:14].[NH2:38][C:39]1[CH:40]=[N:41][CH:42]=[CH:43][CH:44]=1.CCN(CC)CC, predict the reaction product. The product is: [CH:13]([N:16]1[C:20]2[N:21]=[C:22]([C:31]3[CH:32]=[CH:33][C:34]([NH:37][C:5]([NH:38][C:39]4[CH:40]=[N:41][CH:42]=[CH:43][CH:44]=4)=[O:11])=[CH:35][CH:36]=3)[N:23]=[C:24]([N:25]3[CH2:30][CH2:29][O:28][CH2:27][CH2:26]3)[C:19]=2[N:18]=[N:17]1)([CH3:15])[CH3:14]. (3) Given the reactants [Br:1][C:2]1[CH:27]=[CH:26][C:5]([CH2:6][C@@:7]2([CH3:25])[N:11]3[C:12](I)=[CH:13][N:14]=[C:10]3[N:9]([C:16]3[CH:21]=[C:20]([Cl:22])[CH:19]=[C:18]([Cl:23])[CH:17]=3)[C:8]2=[O:24])=[CH:4][CH:3]=1.C([Mg]Br)(C)C.[C:33](=[O:35])=[O:34], predict the reaction product. The product is: [Br:1][C:2]1[CH:27]=[CH:26][C:5]([CH2:6][C@@:7]2([CH3:25])[N:11]3[C:12]([C:33]([OH:35])=[O:34])=[CH:13][N:14]=[C:10]3[N:9]([C:16]3[CH:21]=[C:20]([Cl:22])[CH:19]=[C:18]([Cl:23])[CH:17]=3)[C:8]2=[O:24])=[CH:4][CH:3]=1. (4) Given the reactants [Cl:1][C:2]1[CH:3]=[C:4]([CH:9]2[C:18]3[C:17](=[O:19])[CH2:16][N:15](C(O[C@@H]4C[C@H](C)CC[C@H]4C(C)(C4C=CC=CC=4)C)=O)[CH2:14][C:13]=3[NH:12][C:11]3[CH2:39][CH2:40][C:41](=[O:42])[C:10]2=3)[CH:5]=[CH:6][C:7]=1[F:8].Br.[OH-].[NH4+], predict the reaction product. The product is: [ClH:1].[Cl:1][C:2]1[CH:3]=[C:4]([CH:9]2[C:18]3[C:17](=[O:19])[CH2:16][NH:15][CH2:14][C:13]=3[NH:12][C:11]3[CH2:39][CH2:40][C:41](=[O:42])[C:10]2=3)[CH:5]=[CH:6][C:7]=1[F:8]. (5) Given the reactants [C:1](#[N:3])C.[F:4][C:5]([F:15])([F:14])[CH:6]([C:8]1[CH:13]=[CH:12][N:11]=[CH:10][CH:9]=1)[CH3:7].C[Si](C#N)(C)C, predict the reaction product. The product is: [F:15][C:5]([F:4])([F:14])[CH:6]([C:8]1[CH:13]=[CH:12][N:11]=[C:10]([C:1]#[N:3])[CH:9]=1)[CH3:7].